From a dataset of Reaction yield outcomes from USPTO patents with 853,638 reactions. Predict the reaction yield, written as a fraction of the theoretical maximum amount of product (1.0 means a 100% yield; for example, 0.34 means a 34% yield). (1) The reactants are [CH3:1][C:2]1([CH3:42])[C:6]([CH3:8])([CH3:7])[O:5][B:4]([C:9]2[CH:10]=[CH:11][C:12]3[C:41]4[C:17](=[C:18]5[C:38](=[CH:39][CH:40]=4)[C:22]4[N:23]=[C:24]([C@@H:26]6[CH2:30][CH2:29][CH2:28][N:27]6[C:31](OC(C)(C)C)=[O:32])[NH:25][C:21]=4[CH:20]=[CH:19]5)[O:16][CH2:15][C:13]=3[CH:14]=2)[O:3]1.Cl.[CH3:44][O:45][C:46]([NH:48][C@@H:49]([CH:53]([CH3:55])[CH3:54])C(O)=O)=[O:47].CN(C(ON1N=NC2C=CC=NC1=2)=[N+](C)C)C.F[P-](F)(F)(F)(F)F.C(N(C(C)C)CC)(C)C. The catalyst is C(OCC)(=O)C.C(O)C. The product is [CH3:54][CH:53]([CH3:55])[C@H:49]([NH:48][C:46](=[O:47])[O:45][CH3:44])[C:31](=[O:32])[N:27]1[CH2:28][CH2:29][CH2:30][C@H:26]1[C:24]1[NH:25][C:21]2[CH:20]=[CH:19][C:18]3[C:38](=[CH:39][CH:40]=[C:41]4[C:12]5[CH:11]=[CH:10][C:9]([B:4]6[O:3][C:2]([CH3:42])([CH3:1])[C:6]([CH3:7])([CH3:8])[O:5]6)=[CH:14][C:13]=5[CH2:15][O:16][C:17]4=3)[C:22]=2[N:23]=1. The yield is 0.720. (2) The reactants are [F:1][C:2]([F:6])([F:5])[CH2:3][OH:4].[H-].[Na+].[Cl:9][C:10]1[CH:15]=[C:14](Cl)[N:13]=[CH:12][N:11]=1.[Cl-].[NH4+]. The catalyst is O1CCCC1. The product is [Cl:9][C:10]1[CH:15]=[C:14]([O:4][CH2:3][C:2]([F:6])([F:5])[F:1])[N:13]=[CH:12][N:11]=1. The yield is 0.389. (3) The reactants are [F:1][C:2]1[CH:7]=[CH:6][C:5]([CH:8]2[CH2:12][CH2:11][N:10]([C:13]([C:15]3[N:16]=[C:17]4[C:22]([C:23]([F:26])([F:25])[F:24])=[CH:21][C:20]([C:27]5[CH:31]=[CH:30][O:29][CH:28]=5)=[CH:19][N:18]4[C:32]=3[CH2:33][C:34]([OH:36])=O)=[O:14])[CH2:9]2)=[CH:4][CH:3]=1.ONC(=O)C.CN(C(O[N:50]1N=N[C:52]2C=CC=[N:56][C:51]1=2)=[N+](C)C)C.F[P-](F)(F)(F)(F)F.C(N(C(C)C)CC)(C)C. The catalyst is CN(C=O)C.CCOC(C)=O. The product is [F:1][C:2]1[CH:7]=[CH:6][C:5]([CH:8]2[CH2:12][CH2:11][N:10]([C:13]([C:15]3[N:16]=[C:17]4[C:22]([C:23]([F:25])([F:26])[F:24])=[CH:21][C:20]([C:27]5[CH:31]=[CH:30][O:29][CH:28]=5)=[CH:19][N:18]4[C:32]=3[CH2:33][C:34]3[O:36][N:56]=[C:51]([CH3:52])[N:50]=3)=[O:14])[CH2:9]2)=[CH:4][CH:3]=1. The yield is 0.520. (4) The reactants are C(OC([NH:11][N:12]([C:19](=[O:28])[C:20]1[CH:25]=[C:24]([CH3:26])[CH:23]=[C:22]([CH3:27])[CH:21]=1)[C:13]([CH3:18])([CH3:17])[CH2:14][O:15][CH3:16])=O)C1C=CC=CC=1.COC.C(Cl)Cl.[SiH](CC)(CC)CC.CCN(CC)CC. The catalyst is C([O-])(=O)C.[Pd+2].C([O-])(=O)C.CCCCCC.C(OCC)(=O)C. The product is [CH3:16][O:15][CH2:14][C:13]([N:12]([C:19](=[O:28])[C:20]1[CH:21]=[C:22]([CH3:27])[CH:23]=[C:24]([CH3:26])[CH:25]=1)[NH2:11])([CH3:18])[CH3:17]. The yield is 0.800. (5) The reactants are [Cl:1][C:2]1[CH:7]=[CH:6][C:5](F)=[C:4]([N+:9]([O-:11])=[O:10])[CH:3]=1.[CH3:12][C:13]([O:16][C:17]([NH:19][CH:20]1[CH2:25][CH2:24][NH:23][CH2:22][CH2:21]1)=[O:18])([CH3:15])[CH3:14]. No catalyst specified. The product is [Cl:1][C:2]1[CH:7]=[CH:6][C:5]([N:23]2[CH2:22][CH2:21][CH:20]([NH:19][C:17](=[O:18])[O:16][C:13]([CH3:14])([CH3:12])[CH3:15])[CH2:25][CH2:24]2)=[C:4]([N+:9]([O-:11])=[O:10])[CH:3]=1. The yield is 0.950. (6) The product is [Cl:11][C:12]1[N:17]2[N:18]=[C:19]([C:21]3[O:22][CH:23]=[CH:24][CH:25]=3)[C:20]([CH:3]=[O:4])=[C:16]2[CH:15]=[CH:14][CH:13]=1. The yield is 0.790. The catalyst is ClCCl. The reactants are CN(C)[CH:3]=[O:4].P(Cl)(Cl)(Cl)=O.[Cl:11][C:12]1[N:17]2[N:18]=[C:19]([C:21]3[O:22][CH:23]=[CH:24][CH:25]=3)[CH:20]=[C:16]2[CH:15]=[CH:14][CH:13]=1.O. (7) The product is [ClH:32].[S:1]1[C:5]2[CH:6]=[CH:7][CH:8]=[CH:9][C:4]=2[CH:3]=[C:2]1[S:10]([N:13]1[C:17]([C:18]2[CH:23]=[CH:22][CH:21]=[CH:20][CH:19]=2)=[CH:16][C:15]([CH2:24][NH:29][CH3:28])=[CH:14]1)(=[O:12])=[O:11]. The reactants are [S:1]1[C:5]2[CH:6]=[CH:7][CH:8]=[CH:9][C:4]=2[CH:3]=[C:2]1[S:10]([N:13]1[C:17]([C:18]2[CH:23]=[CH:22][CH:21]=[CH:20][CH:19]=2)=[CH:16][C:15]([CH:24]=O)=[CH:14]1)(=[O:12])=[O:11].CO.[CH3:28][NH2:29].[BH4-].[Na+].[ClH:32].C(=O)([O-])O.[Na+]. The catalyst is CO. The yield is 0.610.